The task is: Predict which catalyst facilitates the given reaction.. This data is from Catalyst prediction with 721,799 reactions and 888 catalyst types from USPTO. (1) Reactant: [O:1]1[CH2:3][C@H:2]1[CH2:4][O:5][C:6]1[CH:13]=[CH:12][CH:11]=[CH:10][C:7]=1[C:8]#[N:9].[Cl:14][C:15]1[CH:28]=[CH:27][C:18]([CH2:19][N:20]2[CH2:25][CH2:24][CH:23]([NH2:26])[CH2:22][CH2:21]2)=[CH:17][CH:16]=1. Product: [Cl:14][C:15]1[CH:16]=[CH:17][C:18]([CH2:19][N:20]2[CH2:21][CH2:22][CH:23]([NH:26][CH2:3][C@H:2]([OH:1])[CH2:4][O:5][C:6]3[CH:13]=[CH:12][CH:11]=[CH:10][C:7]=3[C:8]#[N:9])[CH2:24][CH2:25]2)=[CH:27][CH:28]=1. The catalyst class is: 8. (2) Product: [Cl:35][C:9]1[CH:10]=[C:11]2[N:16]=[C:15]([O:17][C@@H:18]3[CH2:19][O:20][C@@H:21]4[C@H:25]([OH:26])[CH2:24][O:23][C@H:22]34)[N:14]([CH2:27][O:28][CH2:29][CH2:30][Si:31]([CH3:34])([CH3:33])[CH3:32])[C:12]2=[N:13][C:8]=1[C:5]1[CH:6]=[CH:7][C:2]([N:38]2[CH2:39][C:40]3[C:45](=[CH:44][CH:43]=[C:42]([N:46]=[S:47]([CH3:50])([CH3:49])=[O:48])[CH:41]=3)[CH2:37]2)=[CH:3][CH:4]=1. Reactant: Br[C:2]1[CH:7]=[CH:6][C:5]([C:8]2[N:13]=[C:12]3[N:14]([CH2:27][O:28][CH2:29][CH2:30][Si:31]([CH3:34])([CH3:33])[CH3:32])[C:15]([O:17][C@H:18]4[C@H:22]5[O:23][CH2:24][C@@H:25]([OH:26])[C@H:21]5[O:20][CH2:19]4)=[N:16][C:11]3=[CH:10][C:9]=2[Cl:35])=[CH:4][CH:3]=1.Cl.[CH2:37]1[C:45]2[C:40](=[CH:41][C:42]([N:46]=[S:47]([CH3:50])([CH3:49])=[O:48])=[CH:43][CH:44]=2)[CH2:39][NH:38]1.C([O-])([O-])=O.[Cs+].[Cs+]. The catalyst class is: 12. (3) Reactant: FC1C(C)=NC2C(N=1)=C([C:12]1[NH:20][C:19]3[CH2:18][CH2:17][NH:16][C:15](=[O:21])[C:14]=3[CH:13]=1)C=CC=2.Cl.FC1(F)CC(N)C1.CCN(C(C)C)C(C)C.CO.C(Cl)Cl. Product: [NH:20]1[C:19]2[CH2:18][CH2:17][NH:16][C:15](=[O:21])[C:14]=2[CH:13]=[CH:12]1. The catalyst class is: 16. (4) Reactant: [C:1](#[N:4])[CH2:2][CH3:3].[OH2:5].[NH2:6][NH2:7].O1[CH2:13][CH2:12][C:11](=O)[CH2:10][CH2:9]1. Product: [O:5]1[CH2:13][CH2:12][C:11](=[N:6][NH:7][CH2:3][CH2:2][C:1]#[N:4])[CH2:10][CH2:9]1. The catalyst class is: 8. (5) Reactant: [F:1][C:2]([F:33])([F:32])[C:3]([C:9]1[CH:14]=[CH:13][C:12]([CH2:15][N:16]2[CH2:21][CH2:20][CH:19]([O:22][C:23]3[CH:28]=[CH:27][C:26]([N+:29]([O-])=O)=[CH:25][CH:24]=3)[CH2:18][CH2:17]2)=[CH:11][CH:10]=1)([OH:8])[C:4]([F:7])([F:6])[F:5]. Product: [NH2:29][C:26]1[CH:25]=[CH:24][C:23]([O:22][CH:19]2[CH2:20][CH2:21][N:16]([CH2:15][C:12]3[CH:11]=[CH:10][C:9]([C:3]([OH:8])([C:2]([F:33])([F:1])[F:32])[C:4]([F:5])([F:6])[F:7])=[CH:14][CH:13]=3)[CH2:17][CH2:18]2)=[CH:28][CH:27]=1. The catalyst class is: 19. (6) Reactant: [F:1][C:2]1[CH:7]=[CH:6][C:5]([C:8]2[CH:16]=[CH:15][CH:14]=[C:13]3[C:9]=2[CH2:10][C:11](=[O:17])[NH:12]3)=[CH:4][CH:3]=1.[CH3:18][C:19]1[CH:23]=[C:22]([CH3:24])[NH:21][C:20]=1[CH:25]=O. Product: [CH3:18][C:19]1[CH:23]=[C:22]([CH3:24])[NH:21][C:20]=1[CH:25]=[C:10]1[C:9]2[C:13](=[CH:14][CH:15]=[CH:16][C:8]=2[C:5]2[CH:4]=[CH:3][C:2]([F:1])=[CH:7][CH:6]=2)[NH:12][C:11]1=[O:17]. The catalyst class is: 360.